From a dataset of Reaction yield outcomes from USPTO patents with 853,638 reactions. Predict the reaction yield, written as a fraction of the theoretical maximum amount of product (1.0 means a 100% yield; for example, 0.34 means a 34% yield). (1) The reactants are CC1(C)C(C)(C)OB([C:9]2[CH2:14][CH2:13][N:12]([C:15]([O:17][C:18]([CH3:21])([CH3:20])[CH3:19])=[O:16])[CH2:11][CH:10]=2)O1.Br[C:24]1[CH:32]=[CH:31][C:30]2[N:29]3[C:33](=[O:41])[O:34][C@@H:35]([CH2:36][NH:37][C:38](=[O:40])[CH3:39])[C@@H:28]3[CH2:27][C:26]=2[CH:25]=1.C([O-])([O-])=O.[Na+].[Na+]. The catalyst is C1C=CC(P(C2C=CC=CC=2)[C-]2C=CC=C2)=CC=1.C1C=CC(P(C2C=CC=CC=2)[C-]2C=CC=C2)=CC=1.Cl[Pd]Cl.[Fe+2].C(Cl)Cl.COCCOC. The product is [C:38]([NH:37][CH2:36][C@H:35]1[C@@H:28]2[CH2:27][C:26]3[CH:25]=[C:24]([C:9]4[CH2:14][CH2:13][N:12]([C:15]([O:17][C:18]([CH3:19])([CH3:20])[CH3:21])=[O:16])[CH2:11][CH:10]=4)[CH:32]=[CH:31][C:30]=3[N:29]2[C:33](=[O:41])[O:34]1)(=[O:40])[CH3:39]. The yield is 0.260. (2) The reactants are [NH:1]1[C:11]2[C:6](=[CH:7][CH:8]=[CH:9][CH:10]=2)[C:4](=O)[C:2]1=[O:3].NC1C2C(=CC=CC=2)C=CC=1.ClC(Cl)(Cl)C(O)O.Cl.[NH2:31][OH:32].S([O-])([O-])(=O)=O.[Na+].[Na+]. No catalyst specified. The product is [CH:8]1[CH:7]=[CH:6][C:11]([NH:1][C:2](/[CH:4]=[N:31]/[OH:32])=[O:3])=[CH:10][CH:9]=1. The yield is 0.340. (3) The reactants are [CH3:1][O:2][C:3]1[CH:8]=[CH:7][C:6]([N:9]2[CH2:14][CH2:13][N:12]([CH2:15][CH2:16][NH2:17])[CH2:11][CH2:10]2)=[CH:5][CH:4]=1.[CH2:18]([C:21]1[N:25]([C:26]2[CH:31]=[CH:30][CH:29]=[CH:28][CH:27]=2)[N:24]=[C:23]([CH:32]=O)[CH:22]=1)[CH2:19][CH3:20]. No catalyst specified. The product is [CH3:1][O:2][C:3]1[CH:4]=[CH:5][C:6]([N:9]2[CH2:10][CH2:11][N:12]([CH2:15][CH2:16][NH:17][CH2:32][C:23]3[CH:22]=[C:21]([CH2:18][CH2:19][CH3:20])[N:25]([C:26]4[CH:31]=[CH:30][CH:29]=[CH:28][CH:27]=4)[N:24]=3)[CH2:13][CH2:14]2)=[CH:7][CH:8]=1. The yield is 0.413. (4) The product is [O:30]=[C:31]([N:1]1[CH2:6][CH2:5][CH2:4][C@@H:3]([NH:7][C:8]2[CH:13]=[N:12][CH:11]=[C:10]([C:14]3[CH:15]=[N:16][N:17]4[CH:22]=[CH:21][N:20]=[CH:19][C:18]=34)[N:9]=2)[CH2:2]1)[CH2:32][C:33]#[N:34]. The yield is 0.380. The catalyst is C(Cl)Cl. The reactants are [NH:1]1[CH2:6][CH2:5][CH2:4][C@@H:3]([NH:7][C:8]2[CH:13]=[N:12][CH:11]=[C:10]([C:14]3[CH:15]=[N:16][N:17]4[CH:22]=[CH:21][N:20]=[CH:19][C:18]=34)[N:9]=2)[CH2:2]1.O=C1CCC(=O)N1[O:30][C:31](=O)[CH2:32][C:33]#[N:34].C(N(CC)CC)C. (5) The reactants are [NH2:1][C:2]1[CH:7]=[CH:6][C:5]([S:8]([N:11]2[CH2:16][CH2:15][C:14](=[N:17][O:18][CH2:19][C:20]3[CH:21]=[CH:22][C:23]([F:28])=[C:24]([CH:27]=3)[C:25]#[N:26])[CH2:13][CH2:12]2)(=[O:10])=[O:9])=[CH:4][CH:3]=1.[F:29][C:30]([F:41])([F:40])[C:31](O[C:31](=[O:32])[C:30]([F:41])([F:40])[F:29])=[O:32]. The catalyst is O1CCCC1. The product is [C:25]([C:24]1[CH:27]=[C:20]([CH:21]=[CH:22][C:23]=1[F:28])[CH2:19][O:18][N:17]=[C:14]1[CH2:13][CH2:12][N:11]([S:8]([C:5]2[CH:4]=[CH:3][C:2]([NH:1][C:31](=[O:32])[C:30]([F:41])([F:40])[F:29])=[CH:7][CH:6]=2)(=[O:9])=[O:10])[CH2:16][CH2:15]1)#[N:26]. The yield is 1.00. (6) The reactants are C([Li])CCC.[Cl:6][C:7]1[C:12]([O:13][CH3:14])=[CH:11][C:10](I)=[CH:9][C:8]=1[O:16][CH:17]([CH3:19])[CH3:18].[N:20]([C:23]1[CH:32]=[CH:31][C:26]([C:27]([O:29][CH3:30])=[O:28])=[CH:25][CH:24]=1)=[C:21]=[O:22]. The catalyst is C1COCC1. The product is [Cl:6][C:7]1[C:12]([O:13][CH3:14])=[CH:11][C:10]([C:21]([NH:20][C:23]2[CH:32]=[CH:31][C:26]([C:27]([O:29][CH3:30])=[O:28])=[CH:25][CH:24]=2)=[O:22])=[CH:9][C:8]=1[O:16][CH:17]([CH3:19])[CH3:18]. The yield is 0.0600.